This data is from Full USPTO retrosynthesis dataset with 1.9M reactions from patents (1976-2016). The task is: Predict the reactants needed to synthesize the given product. (1) Given the product [Cl:2][C:3]1[CH:4]=[CH:5][C:6]([F:17])=[C:7]([C:9]([CH:11]2[CH2:12][CH2:13][N:14]([C:19]3[N:20]=[C:21]4[CH:29]=[CH:28][N:27]=[CH:26][C:22]4=[N:23][C:24]=3[Cl:25])[CH2:15][CH2:16]2)=[O:10])[CH:8]=1, predict the reactants needed to synthesize it. The reactants are: Cl.[Cl:2][C:3]1[CH:4]=[CH:5][C:6]([F:17])=[C:7]([C:9]([CH:11]2[CH2:16][CH2:15][NH:14][CH2:13][CH2:12]2)=[O:10])[CH:8]=1.Cl[C:19]1[N:20]=[C:21]2[CH:29]=[CH:28][N:27]=[CH:26][C:22]2=[N:23][C:24]=1[Cl:25].CCN(C(C)C)C(C)C. (2) Given the product [F:1][C:2]1[CH:7]=[C:6]([I:8])[CH:5]=[CH:4][C:3]=1[CH2:9][N:10]1[C:19]2[CH:18]=[CH:17][CH:16]=[CH:15][C:14]=2[C:13]2=[N:39][N:38]([C:33]3[CH:34]=[CH:35][CH:36]=[CH:37][C:32]=3[F:31])[C:21](=[O:22])[C:12]2=[CH:11]1, predict the reactants needed to synthesize it. The reactants are: [F:1][C:2]1[CH:7]=[C:6]([I:8])[CH:5]=[CH:4][C:3]=1[CH2:9][N:10]1[C:19]2[C:14](=[CH:15][CH:16]=[CH:17][CH:18]=2)[C:13](=O)[C:12]([C:21](OCC)=[O:22])=[CH:11]1.P(Cl)(Cl)(Cl)=O.[F:31][C:32]1[CH:37]=[CH:36][CH:35]=[CH:34][C:33]=1[NH:38][NH2:39].C(=O)([O-])[O-].[K+].[K+]. (3) Given the product [Cl:1][C:2]1[CH:27]=[CH:26][C:5]2[C:6](=[O:25])[N:7]=[C:8]([C:10]3[N:15]=[C:14]([CH2:16][CH2:17][C:18]([O:20][CH3:30])=[O:19])[CH:13]=[C:12]([S:21]([CH3:24])(=[O:22])=[O:23])[CH:11]=3)[S:9][C:4]=2[CH:3]=1, predict the reactants needed to synthesize it. The reactants are: [Cl:1][C:2]1[CH:27]=[CH:26][C:5]2[C:6](=[O:25])[N:7]=[C:8]([C:10]3[N:15]=[C:14]([CH2:16][CH2:17][C:18]([OH:20])=[O:19])[CH:13]=[C:12]([S:21]([CH3:24])(=[O:23])=[O:22])[CH:11]=3)[S:9][C:4]=2[CH:3]=1.CO.[CH:30]1C=CC2N(O)N=NC=2C=1.O.CCN=C=NCCCN(C)C.